Dataset: Reaction yield outcomes from USPTO patents with 853,638 reactions. Task: Predict the reaction yield, written as a fraction of the theoretical maximum amount of product (1.0 means a 100% yield; for example, 0.34 means a 34% yield). (1) The reactants are [C:1]([C:3]1([C:7]2[CH:8]=[C:9]([CH:13]=[CH:14][CH:15]=2)[C:10]([OH:12])=O)[CH2:6][CH2:5][CH2:4]1)#[N:2].C(Cl)(=O)C(Cl)=O.O1CCCC1.[NH2:27][C:28]1[CH:29]=[CH:30][C:31]([CH3:50])=[C:32]([CH:49]=1)[O:33][C:34]1[CH:35]=[CH:36][C:37]2[N:38]([CH:40]=[C:41]([NH:43][C:44]([CH:46]3[CH2:48][CH2:47]3)=[O:45])[N:42]=2)[N:39]=1. The catalyst is CN(C)C=O.CN1CCCC1=O. The product is [C:1]([C:3]1([C:7]2[CH:8]=[C:9]([CH:13]=[CH:14][CH:15]=2)[C:10]([NH:27][C:28]2[CH:29]=[CH:30][C:31]([CH3:50])=[C:32]([O:33][C:34]3[CH:35]=[CH:36][C:37]4[N:38]([CH:40]=[C:41]([NH:43][C:44]([CH:46]5[CH2:48][CH2:47]5)=[O:45])[N:42]=4)[N:39]=3)[CH:49]=2)=[O:12])[CH2:4][CH2:5][CH2:6]1)#[N:2]. The yield is 0.640. (2) The reactants are [O:1]=[C:2]([NH:20][CH2:21][CH2:22][CH2:23][C:24](=[O:45])[NH:25][C:26](=[O:44])[CH2:27][C:28]1[CH:33]=[CH:32][C:31]([CH2:34][CH2:35][CH2:36][CH2:37][C:38]2[CH:43]=[CH:42][CH:41]=[CH:40][CH:39]=2)=[CH:30][CH:29]=1)[C@@H:3]([NH:16]C(=O)[O-])[CH2:4][CH2:5][CH2:6][CH2:7][NH:8]C(=O)OC(C)(C)C.[ClH:46]. The catalyst is O1CCOCC1.C(OCC)C. The product is [ClH:46].[ClH:46].[NH2:16][C@@H:3]([CH2:4][CH2:5][CH2:6][CH2:7][NH2:8])[C:2]([NH:20][CH2:21][CH2:22][CH2:23][C:24](=[O:45])[NH:25][C:26](=[O:44])[CH2:27][C:28]1[CH:29]=[CH:30][C:31]([CH2:34][CH2:35][CH2:36][CH2:37][C:38]2[CH:39]=[CH:40][CH:41]=[CH:42][CH:43]=2)=[CH:32][CH:33]=1)=[O:1]. The yield is 0.920. (3) The reactants are [CH2:1]([S:4]([C@:7]1([C:26]2[CH:31]=[CH:30][C:29]([C:32]3[CH:37]=[CH:36][CH:35]=[CH:34][CH:33]=3)=[CH:28][CH:27]=2)[CH2:11][N:10]([C:12]([O:14][CH2:15][C:16]2[CH:21]=[CH:20][CH:19]=[CH:18][CH:17]=2)=[O:13])[C@H:9]([C:22]([O:24][CH3:25])=[O:23])[CH2:8]1)(=[O:6])=[O:5])[CH:2]=[CH2:3]. The catalyst is [Pd].CO. The product is [C:29]1([C:32]2[CH:33]=[CH:34][CH:35]=[CH:36][CH:37]=2)[CH:30]=[CH:31][C:26]([C@@:7]2([S:4]([CH2:1][CH2:2][CH3:3])(=[O:6])=[O:5])[CH2:11][N:10]([C:12]([O:14][CH2:15][C:16]3[CH:21]=[CH:20][CH:19]=[CH:18][CH:17]=3)=[O:13])[C@H:9]([C:22]([O:24][CH3:25])=[O:23])[CH2:8]2)=[CH:27][CH:28]=1. The yield is 0.930. (4) The reactants are [CH2:1]1[C:5]2=[CH:6][C:7]3[CH:8]=[C:9]([OH:13])[CH:10]=[CH:11][C:12]=3[N:4]2[CH2:3][CH2:2]1.[H-].[Na+].[CH2:16](I)[CH3:17]. The product is [CH2:16]([O:13][C:9]1[CH:10]=[CH:11][C:12]2[N:4]3[CH2:3][CH2:2][CH2:1][C:5]3=[CH:6][C:7]=2[CH:8]=1)[CH3:17]. The yield is 0.893. The catalyst is CN(C)C=O. (5) The reactants are [CH2:1]([C@:3]1([OH:22])[C:15]2[CH:14]=[C:13]3[N:9]([CH2:10][CH2:11][C:12]43OCC[O:16]4)[C:8](=[O:20])[C:7]=2[CH2:6][O:5][C:4]1=[O:21])[CH3:2].FC(F)(F)C(O)=O. The catalyst is O. The product is [CH2:1]([C@:3]1([OH:22])[C:15]2[CH:14]=[C:13]3[N:9]([CH2:10][CH2:11][C:12]3=[O:16])[C:8](=[O:20])[C:7]=2[CH2:6][O:5][C:4]1=[O:21])[CH3:2]. The yield is 0.870. (6) The reactants are [Cl:1][C:2]([Cl:28])([Cl:27])[CH2:3][O:4][C:5]([C@@H:7]1[CH2:12][CH2:11][CH2:10][N:9]([C:13]([O:15]C(C)(C)C)=O)[N:8]1C(OC(C)(C)C)=O)=[O:6].FC(F)(F)C(O)=O.[C:36]([O:40][C:41]([NH:43][C@@H:44]([CH2:48][O:49][CH:50]([F:52])[F:51])C(O)=O)=[O:42])([CH3:39])([CH3:38])[CH3:37].F[P-](F)(F)(F)(F)F.CN(C(N(C)C)=[N+]1C2C(=NC=CC=2)[N+]([O-])=N1)C.C(N(CC)C(C)C)(C)C. The catalyst is ClCCl.C(#N)C. The product is [Cl:28][C:2]([Cl:1])([Cl:27])[CH2:3][O:4][C:5]([C@@H:7]1[CH2:12][CH2:11][CH2:10][N:9]([C:13](=[O:15])[C@@H:44]([NH:43][C:41]([O:40][C:36]([CH3:39])([CH3:38])[CH3:37])=[O:42])[CH2:48][O:49][CH:50]([F:52])[F:51])[NH:8]1)=[O:6]. The yield is 0.280. (7) The reactants are [Cl:1][C:2]1[CH:3]=[C:4]([CH:7]=[C:8]([Cl:10])[CH:9]=1)[CH:5]=[O:6].[F:11][C:12]([Si](C)(C)C)([F:14])[F:13].[F-].C([N+](CCCC)(CCCC)CCCC)CCC. The catalyst is C1COCC1.Cl.O. The product is [Cl:1][C:2]1[CH:3]=[C:4]([CH:5]([OH:6])[C:12]([F:14])([F:13])[F:11])[CH:7]=[C:8]([Cl:10])[CH:9]=1. The yield is 0.600. (8) The product is [CH2:1]([O:3][C:4](=[O:13])[C:5]1[CH:10]=[CH:9][C:8]([NH2:11])=[N:7][C:6]=1[NH2:12])[CH3:2]. The reactants are [CH2:1]([O:3][C:4](=[O:13])[C:5]1[CH2:10][CH2:9][C:8]([NH2:11])=[N:7][C:6]=1[NH2:12])[CH3:2].ClC1C(=O)C(C#N)=C(C#N)C(=O)C=1Cl. The yield is 0.695. The catalyst is O1CCCC1.